The task is: Regression. Given a peptide amino acid sequence and an MHC pseudo amino acid sequence, predict their binding affinity value. This is MHC class II binding data.. This data is from Peptide-MHC class II binding affinity with 134,281 pairs from IEDB. (1) The peptide sequence is AFCTPGWEIHPARLV. The MHC is DRB1_0401 with pseudo-sequence DRB1_0401. The binding affinity (normalized) is 0.117. (2) The peptide sequence is GAEVHIGNGGPCLFM. The MHC is HLA-DQA10301-DQB10302 with pseudo-sequence HLA-DQA10301-DQB10302. The binding affinity (normalized) is 0.